From a dataset of Full USPTO retrosynthesis dataset with 1.9M reactions from patents (1976-2016). Predict the reactants needed to synthesize the given product. (1) Given the product [CH2:5]([NH:4][CH2:3][CH2:2][OH:1])[C:6]1[CH:11]=[CH:10][CH:9]=[CH:8][CH:7]=1, predict the reactants needed to synthesize it. The reactants are: [OH:1][CH2:2][CH2:3][NH2:4].[CH2:5](Br)[C:6]1[CH:11]=[CH:10][CH:9]=[CH:8][CH:7]=1. (2) Given the product [Cl:8][C:6]1[CH:5]=[CH:4][C:3]([S:9][CH2:10][CH2:11][C:12]([N:14]([CH2:15][CH3:16])[CH2:17][CH3:18])=[O:13])=[C:2]([NH:1][S:26]([C:23]2[CH:24]=[CH:25][C:20]([Cl:19])=[C:21]([C:30]([F:33])([F:31])[F:32])[CH:22]=2)(=[O:28])=[O:27])[CH:7]=1, predict the reactants needed to synthesize it. The reactants are: [NH2:1][C:2]1[CH:7]=[C:6]([Cl:8])[CH:5]=[CH:4][C:3]=1[S:9][CH2:10][CH2:11][C:12]([N:14]([CH2:17][CH3:18])[CH2:15][CH3:16])=[O:13].[Cl:19][C:20]1[CH:25]=[CH:24][C:23]([S:26](Cl)(=[O:28])=[O:27])=[CH:22][C:21]=1[C:30]([F:33])([F:32])[F:31]. (3) Given the product [CH3:1][O:2][C:3]([C:5]1[C:14]2[C:9](=[CH:10][CH:11]=[CH:12][CH:13]=2)[N:8]=[C:7]([C:15]2[CH:20]=[CH:19][CH:18]=[CH:17][CH:16]=2)[C:6]=1[CH2:21][C:23]#[N:24])=[O:4], predict the reactants needed to synthesize it. The reactants are: [CH3:1][O:2][C:3]([C:5]1[C:14]2[C:9](=[CH:10][CH:11]=[CH:12][CH:13]=2)[N:8]=[C:7]([C:15]2[CH:20]=[CH:19][CH:18]=[CH:17][CH:16]=2)[C:6]=1[CH2:21]Br)=[O:4].[C-:23]#[N:24].[Na+]. (4) Given the product [ClH:43].[F:1][C:2]1[CH:19]=[C:18]([F:20])[CH:17]=[C:16]2[C:3]=1[S:4][CH:5]([C:26]1[CH:27]=[CH:28][C:29]([O:32][CH2:33][CH2:34][N:35]3[CH2:36][CH2:37][CH2:38][CH2:39][CH2:40]3)=[CH:30][CH:31]=1)[C:6]1[C:15]2=[CH:14][CH:13]=[C:12]2[C:7]=1[CH:8]=[CH:9][C:10]([OH:21])=[CH:11]2, predict the reactants needed to synthesize it. The reactants are: [F:1][C:2]1[CH:19]=[C:18]([F:20])[CH:17]=[C:16]2[C:3]=1[S:4][CH:5]([C:26]1[CH:31]=[CH:30][C:29]([O:32][CH2:33][CH2:34][N:35]3[CH2:40][CH2:39][CH2:38][CH2:37][CH2:36]3)=[CH:28][CH:27]=1)[C:6]1[C:15]2=[CH:14][CH:13]=[C:12]2[C:7]=1[CH:8]=[CH:9][C:10]([O:21]S(C)(=O)=O)=[CH:11]2.[OH-].[K+].[Cl-:43].[NH4+].Cl.CCOCC. (5) Given the product [C:15]([C:14]1[CH:13]=[C:12]([CH:19]=[CH:18][CH:17]=1)[CH2:11][O:10][C:5]1[CH:4]=[C:3]([CH2:1][NH:20][C:21]2[CH:28]=[CH:27][C:24]([C:25]#[N:26])=[CH:23][CH:22]=2)[CH:8]=[N:7][C:6]=1[CH3:9])#[N:16], predict the reactants needed to synthesize it. The reactants are: [CH:1]([C:3]1[CH:4]=[C:5]([O:10][CH2:11][C:12]2[CH:13]=[C:14]([CH:17]=[CH:18][CH:19]=2)[C:15]#[N:16])[C:6]([CH3:9])=[N:7][CH:8]=1)=O.[NH2:20][C:21]1[CH:28]=[CH:27][C:24]([C:25]#[N:26])=[CH:23][CH:22]=1. (6) Given the product [CH3:3][CH:2]([CH2:4][CH2:5][CH2:6][C@H:7]([C@@H:9]1[C@:26]2([CH3:27])[C@H:12]([C@H:13]3[C@H:23]([CH2:24][CH2:25]2)[C@:21]2([CH3:22])[C:16]([CH2:17][C@@H:18]([O:28][CH2:29][CH2:30][CH2:31][C:32]([CH:50]([OH:51])[CH2:49][CH2:48][O:47][CH2:46][CH2:45][O:44][CH2:43][CH2:42][O:41][CH2:40][CH2:39][O:38][CH2:37][CH2:36][NH2:35])=[O:34])[CH2:19][CH2:20]2)=[CH:15][CH2:14]3)[CH2:11][CH2:10]1)[CH3:8])[CH3:1], predict the reactants needed to synthesize it. The reactants are: [CH3:1][CH:2]([CH2:4][CH2:5][CH2:6][C@H:7]([C@@H:9]1[C@:26]2([CH3:27])[C@H:12]([C@H:13]3[C@H:23]([CH2:24][CH2:25]2)[C@:21]2([CH3:22])[C:16]([CH2:17][C@@H:18]([O:28][CH2:29][CH2:30][CH2:31][C:32]([OH:34])=O)[CH2:19][CH2:20]2)=[CH:15][CH2:14]3)[CH2:11][CH2:10]1)[CH3:8])[CH3:3].[NH2:35][CH2:36][CH2:37][O:38][CH2:39][CH2:40][O:41][CH2:42][CH2:43][O:44][CH2:45][CH2:46][O:47][CH2:48][CH2:49][C:50](O)=[O:51].